This data is from Peptide-MHC class I binding affinity with 185,985 pairs from IEDB/IMGT. The task is: Regression. Given a peptide amino acid sequence and an MHC pseudo amino acid sequence, predict their binding affinity value. This is MHC class I binding data. The peptide sequence is QLLDPPAAV. The MHC is HLA-A02:01 with pseudo-sequence HLA-A02:01. The binding affinity (normalized) is 0.517.